From a dataset of Reaction yield outcomes from USPTO patents with 853,638 reactions. Predict the reaction yield, written as a fraction of the theoretical maximum amount of product (1.0 means a 100% yield; for example, 0.34 means a 34% yield). (1) The reactants are [O:1]1[CH:5]=[CH:4][CH:3]=[C:2]1/[CH:6]=[CH:7]/[C:8]([OH:10])=[O:9]. The catalyst is CC(O)=O.[Pd]. The product is [O:1]1[CH:5]=[CH:4][CH:3]=[C:2]1[CH2:6][CH2:7][C:8]([OH:10])=[O:9]. The yield is 0.410. (2) The reactants are [Cl-].[Cl-].[Cl-].[Al+3].[C:5](=[O:16])([S:7][C:8]1[CH:13]=[CH:12][CH:11]=[C:10]([O:14][CH3:15])[CH:9]=1)[CH3:6].Cl[C:18](=[O:30])[CH2:19][C:20]1[CH:29]=[CH:28][C:23]([C:24]([O:26][CH3:27])=[O:25])=[CH:22][CH:21]=1.Cl. The catalyst is C(Cl)Cl. The product is [C:5]([S:7][C:8]1[CH:9]=[C:10]([O:14][CH3:15])[CH:11]=[CH:12][C:13]=1[C:18](=[O:30])[CH2:19][C:20]1[CH:21]=[CH:22][C:23]([C:24]([O:26][CH3:27])=[O:25])=[CH:28][CH:29]=1)(=[O:16])[CH3:6]. The yield is 0.140.